Dataset: Tyrosyl-DNA phosphodiesterase HTS with 341,365 compounds. Task: Binary Classification. Given a drug SMILES string, predict its activity (active/inactive) in a high-throughput screening assay against a specified biological target. (1) The compound is O(CC(NC(c1ccccc1)C(=O)Nc1cc(ccc1)C(=O)C)C)C. The result is 0 (inactive). (2) The drug is Clc1c(N2C3C(S\C2=N/C(=O)C2CC2)CS(=O)(=O)C3)cccc1Cl. The result is 0 (inactive). (3) The compound is Fc1cc(Oc2nc3c(n4c2ccc4)cccc3)ccc1. The result is 0 (inactive). (4) The molecule is S(=O)(=O)(N1CCN(CC1)C(=O)/C=C\c1ccc(F)cc1)/C=C\c1ccccc1. The result is 0 (inactive).